This data is from Peptide-MHC class I binding affinity with 185,985 pairs from IEDB/IMGT. The task is: Regression. Given a peptide amino acid sequence and an MHC pseudo amino acid sequence, predict their binding affinity value. This is MHC class I binding data. (1) The peptide sequence is AQRAAGPSV. The MHC is HLA-A02:01 with pseudo-sequence HLA-A02:01. The binding affinity (normalized) is 0.213. (2) The peptide sequence is SDYLELDTA. The MHC is Mamu-B01 with pseudo-sequence Mamu-B01. The binding affinity (normalized) is 0.512.